Dataset: Catalyst prediction with 721,799 reactions and 888 catalyst types from USPTO. Task: Predict which catalyst facilitates the given reaction. (1) Reactant: [CH3:1][N:2]([CH3:49])[CH2:3][C:4]([N:6]1[C:14]2[C:9](=[CH:10][C:11]([O:47][CH3:48])=[C:12]([NH:15][C:16]3[N:17]=[C:18]([NH:35][C:36]4[CH:45]=[CH:44][CH:43]=[C:42]([F:46])[C:37]=4[C:38]([NH:40][CH3:41])=[O:39])[C:19]4[CH:24]=[CH:23][N:22](S(C5C=CC(C)=CC=5)(=O)=O)[C:20]=4[N:21]=3)[CH:13]=2)[CH2:8][CH2:7]1)=[O:5].[OH-].[K+]. The catalyst class is: 12. Product: [OH2:5].[CH3:49][N:2]([CH3:1])[CH2:3][C:4]([N:6]1[C:14]2[C:9](=[CH:10][C:11]([O:47][CH3:48])=[C:12]([NH:15][C:16]3[NH:21][C:20]4=[N:22][CH:23]=[CH:24][C:19]4=[C:18]([NH:35][C:36]4[CH:45]=[CH:44][CH:43]=[C:42]([F:46])[C:37]=4[C:38]([NH:40][CH3:41])=[O:39])[N:17]=3)[CH:13]=2)[CH2:8][CH2:7]1)=[O:5]. (2) Reactant: Br[C:2]1[CH:14]=[C:13]2[C:5]([C:6]3[CH:7]=[CH:8][C:9]([C:22]([O:24][CH3:25])=[O:23])=[CH:10][C:11]=3[N:12]2[CH2:15][CH:16]2[CH2:21][CH2:20][O:19][CH2:18][CH2:17]2)=[C:4]([C:26](=[O:28])[NH2:27])[CH:3]=1.[CH3:29][C:30]1[C:34](B(O)O)=[C:33]([CH3:38])[O:32][N:31]=1.P([O-])([O-])([O-])=O.[K+].[K+].[K+]. Product: [C:26]([C:4]1[CH:3]=[C:2]([C:34]2[C:30]([CH3:29])=[N:31][O:32][C:33]=2[CH3:38])[CH:14]=[C:13]2[C:5]=1[C:6]1[CH:7]=[CH:8][C:9]([C:22]([O:24][CH3:25])=[O:23])=[CH:10][C:11]=1[N:12]2[CH2:15][CH:16]1[CH2:21][CH2:20][O:19][CH2:18][CH2:17]1)(=[O:28])[NH2:27]. The catalyst class is: 1. (3) Reactant: [OH-].[CH2:2]([N+:9]([CH3:12])([CH3:11])[CH3:10])[C:3]1[CH:8]=[CH:7][CH:6]=[CH:5][CH:4]=1.[CH3:13][CH2:14][CH2:15][CH2:16][NH:17][C:18]1[CH:19]=[C:20]([C:35]([OH:37])=[O:36])[CH:21]=[C:22]([S:31]([NH2:34])(=[O:33])=[O:32])[C:23]=1[O:24][C:25]1[CH:26]=[CH:27][CH:28]=[CH:29][CH:30]=1.CCCCCCC. Product: [NH2:34][S:31]([C:22]1[CH:21]=[C:20]([CH:19]=[C:18]([NH:17][CH2:16][CH2:15][CH2:14][CH3:13])[C:23]=1[O:24][C:25]1[CH:26]=[CH:27][CH:28]=[CH:29][CH:30]=1)[C:35]([O-:37])=[O:36])(=[O:32])=[O:33].[CH2:2]([N+:9]([CH3:12])([CH3:11])[CH3:10])[C:3]1[CH:8]=[CH:7][CH:6]=[CH:5][CH:4]=1. The catalyst class is: 6. (4) Reactant: [O:1]1[CH2:6][CH2:5][N:4]([C:7]2[C:8]3[N:9]([CH:13]=[C:14]([CH2:16][OH:17])[N:15]=3)[CH:10]=[CH:11][N:12]=2)[CH2:3][CH2:2]1.[H-].[Na+].Cl[C:21]1[CH:30]=[CH:29][C:28]2[C:23](=[CH:24][CH:25]=[CH:26][CH:27]=2)[N:22]=1. Product: [N:22]1[C:23]2[C:28](=[CH:27][CH:26]=[CH:25][CH:24]=2)[CH:29]=[CH:30][C:21]=1[O:17][CH2:16][C:14]1[N:15]=[C:8]2[C:7]([N:4]3[CH2:3][CH2:2][O:1][CH2:6][CH2:5]3)=[N:12][CH:11]=[CH:10][N:9]2[CH:13]=1. The catalyst class is: 1. (5) Reactant: [H-].[Na+].[CH3:3][O:4][C:5]1[CH:6]=[CH:7][C:8]2[NH:12][C:11](=[O:13])[N:10]([CH2:14][C@H:15]3[CH2:20][CH2:19][C@H:18]([C:21]([N:23]4[CH2:28][CH2:27][O:26][CH2:25][CH2:24]4)=[O:22])[CH2:17][CH2:16]3)[C:9]=2[CH:29]=1.[CH3:30]I. Product: [CH3:3][O:4][C:5]1[CH:6]=[CH:7][C:8]2[N:12]([CH3:30])[C:11](=[O:13])[N:10]([CH2:14][C@H:15]3[CH2:20][CH2:19][C@H:18]([C:21]([N:23]4[CH2:24][CH2:25][O:26][CH2:27][CH2:28]4)=[O:22])[CH2:17][CH2:16]3)[C:9]=2[CH:29]=1. The catalyst class is: 3. (6) Reactant: C(N(CC)CC)C.FC(F)(F)C(O)=O.[NH:15]1[CH2:20][CH2:19][CH2:18]/[C:17](=[CH:21]\[C:22]([OH:24])=[O:23])/[CH2:16]1.[F:25][C:26]([F:39])([F:38])[O:27][C:28]1[CH:33]=[CH:32][C:31]([S:34](Cl)(=[O:36])=[O:35])=[CH:30][CH:29]=1. Product: [F:39][C:26]([F:25])([F:38])[O:27][C:28]1[CH:33]=[CH:32][C:31]([S:34]([N:15]2[CH2:20][CH2:19][CH2:18]/[C:17](=[CH:21]\[C:22]([OH:24])=[O:23])/[CH2:16]2)(=[O:36])=[O:35])=[CH:30][CH:29]=1. The catalyst class is: 5. (7) Reactant: [N+:1]([C:4]1[CH:9]=[CH:8][CH:7]=[CH:6][C:5]=1[S:10]([NH:13][CH2:14][CH2:15][C:16]1[CH:17]=[N:18][CH:19]=[CH:20][CH:21]=1)(=[O:12])=[O:11])([O-:3])=[O:2].C(=O)([O-])[O-].[K+].[K+].Br[CH2:29][CH2:30][CH2:31][CH2:32][CH2:33][O:34][C:35]1[CH:36]=[C:37]2[C:42](=[CH:43][CH:44]=1)[N:41]([CH3:45])[C:40](=[O:46])[CH:39]=[CH:38]2. Product: [CH3:45][N:41]1[C:42]2[C:37](=[CH:36][C:35]([O:34][CH2:33][CH2:32][CH2:31][CH2:30][CH2:29][N:13]([CH2:14][CH2:15][C:16]3[CH:17]=[N:18][CH:19]=[CH:20][CH:21]=3)[S:10]([C:5]3[CH:6]=[CH:7][CH:8]=[CH:9][C:4]=3[N+:1]([O-:3])=[O:2])(=[O:11])=[O:12])=[CH:44][CH:43]=2)[CH:38]=[CH:39][C:40]1=[O:46]. The catalyst class is: 3.